From a dataset of Full USPTO retrosynthesis dataset with 1.9M reactions from patents (1976-2016). Predict the reactants needed to synthesize the given product. Given the product [CH3:13][S:10]([C:8]1[CH:7]=[CH:6][C:5]([O:14][C@@H:15]([CH3:20])[C:16]([F:17])([F:18])[F:19])=[C:4]([CH:9]=1)[C:3]([OH:21])=[O:2])(=[O:12])=[O:11], predict the reactants needed to synthesize it. The reactants are: C[O:2][C:3](=[O:21])[C:4]1[CH:9]=[C:8]([S:10]([CH3:13])(=[O:12])=[O:11])[CH:7]=[CH:6][C:5]=1[O:14][C@@H:15]([CH3:20])[C:16]([F:19])([F:18])[F:17].[OH-].[Na+].